Dataset: Catalyst prediction with 721,799 reactions and 888 catalyst types from USPTO. Task: Predict which catalyst facilitates the given reaction. (1) Reactant: [N+:1]([C:4]1[CH:9]=[CH:8][C:7]([N:10]2[CH2:15][CH2:14][NH:13][CH2:12][CH2:11]2)=[CH:6][CH:5]=1)([O-:3])=[O:2].Cl[C:17]1[N:22]=[C:21]([CH3:23])[CH:20]=[C:19]([CH3:24])[N:18]=1. Product: [CH3:24][C:19]1[CH:20]=[C:21]([CH3:23])[N:22]=[C:17]([N:13]2[CH2:14][CH2:15][N:10]([C:7]3[CH:6]=[CH:5][C:4]([N+:1]([O-:3])=[O:2])=[CH:9][CH:8]=3)[CH2:11][CH2:12]2)[N:18]=1. The catalyst class is: 17. (2) Reactant: [S:1]1[CH:5]=[CH:4][N:3]=[CH:2]1.C([Mg]Cl)(C)C.[Cl-].[Li+].[O:13]=[C:14]1[C:22]2[C:17](=[CH:18][C:19]([C:23]([O:25][CH3:26])=[O:24])=[CH:20][CH:21]=2)[CH2:16][CH2:15]1. Product: [OH:13][C:14]1([C:2]2[S:1][CH:5]=[CH:4][N:3]=2)[C:22]2[C:17](=[CH:18][C:19]([C:23]([O:25][CH3:26])=[O:24])=[CH:20][CH:21]=2)[CH2:16][CH2:15]1. The catalyst class is: 1.